From a dataset of Forward reaction prediction with 1.9M reactions from USPTO patents (1976-2016). Predict the product of the given reaction. (1) Given the reactants [CH:1]([C:3]1[CH:11]=[CH:10][C:6]([C:7]([OH:9])=[O:8])=[CH:5][C:4]=1[OH:12])=[O:2].[CH3:13][O:14][CH2:15][CH2:16][CH2:17]OS(C1C=CC(C)=CC=1)=O.[CH:28](N(C(C)C)CC)([CH3:30])[CH3:29].N[C@H]([C:50](O)=[O:51])CC1C=C2C(C=CC=C2)=CC=1, predict the reaction product. The product is: [CH3:50][O:51][CH2:29][CH2:28][CH2:30][O:8][C:7](=[O:9])[C:6]1[CH:10]=[CH:11][C:3]([CH:1]=[O:2])=[C:4]([O:12][CH2:17][CH2:16][CH2:15][O:14][CH3:13])[CH:5]=1. (2) Given the reactants [CH3:1][N:2]1[CH2:7][CH2:6][CH:5]([OH:8])[CH2:4][CH2:3]1.C1C=CC(P(C2C=CC=CC=2)C2C=CC=CC=2)=CC=1.[CH3:28][O:29][C:30](=[O:38])[C:31]1[CH:36]=[CH:35][C:34](O)=[CH:33][CH:32]=1.N(C(OCC)=O)=NC(OCC)=O, predict the reaction product. The product is: [CH3:28][O:29][C:30](=[O:38])[C:31]1[CH:36]=[CH:35][C:34]([O:8][CH:5]2[CH2:6][CH2:7][N:2]([CH3:1])[CH2:3][CH2:4]2)=[CH:33][CH:32]=1. (3) The product is: [Cl:32][C:30]1[CH:29]=[CH:28][C:27]([O:33][CH3:34])=[C:26]([S:23]([N:20]2[C:21]3[C:17](=[C:16]([CH3:35])[CH:15]=[C:14]([C:12]([NH:11][C:8]4[CH:9]=[CH:10][C:5]([C:4]([OH:36])=[O:3])=[CH:6][CH:7]=4)=[O:13])[CH:22]=3)[CH2:18][CH2:19]2)(=[O:25])=[O:24])[CH:31]=1. Given the reactants C([O:3][C:4](=[O:36])[C:5]1[CH:10]=[CH:9][C:8]([NH:11][C:12]([C:14]2[CH:22]=[C:21]3[C:17]([CH2:18][CH2:19][N:20]3[S:23]([C:26]3[CH:31]=[C:30]([Cl:32])[CH:29]=[CH:28][C:27]=3[O:33][CH3:34])(=[O:25])=[O:24])=[C:16]([CH3:35])[CH:15]=2)=[O:13])=[CH:7][CH:6]=1)C.[OH-].[K+], predict the reaction product.